From a dataset of Catalyst prediction with 721,799 reactions and 888 catalyst types from USPTO. Predict which catalyst facilitates the given reaction. Product: [C:1]1([C:7]2[CH:16]=[CH:15][CH:14]=[C:13]3[C:8]=2[C:9]([NH:28][CH2:29][C:30]2[CH:35]=[CH:34][CH:33]=[CH:32][N:31]=2)=[N:10][N:11]=[C:12]3[C:17]2[CH:18]=[N:19][CH:20]=[C:21]([CH:27]=2)[C:22]([NH2:36])=[O:24])[CH:2]=[CH:3][CH:4]=[CH:5][CH:6]=1. Reactant: [C:1]1([C:7]2[CH:16]=[CH:15][CH:14]=[C:13]3[C:8]=2[C:9]([NH:28][CH2:29][C:30]2[CH:35]=[CH:34][CH:33]=[CH:32][N:31]=2)=[N:10][N:11]=[C:12]3[C:17]2[CH:18]=[N:19][CH:20]=[C:21]([CH:27]=2)[C:22]([O:24]CC)=O)[CH:6]=[CH:5][CH:4]=[CH:3][CH:2]=1.[NH3:36]. The catalyst class is: 5.